From a dataset of Full USPTO retrosynthesis dataset with 1.9M reactions from patents (1976-2016). Predict the reactants needed to synthesize the given product. (1) Given the product [NH2:1][C:2]1[N:3]([CH2:18][CH3:19])[C:4]2[N:5]=[C:6]([C:23]#[C:22][C:21]([O:25][CH2:26][C:27]([O:29][CH2:30][CH3:31])=[O:28])([CH3:24])[CH3:20])[CH:7]=[CH:8][C:9]=2[C:10](=[O:16])[C:11]=1[C:12](=[O:13])[NH:14][CH3:15], predict the reactants needed to synthesize it. The reactants are: [NH2:1][C:2]1[N:3]([CH2:18][CH3:19])[C:4]2[C:9]([C:10](=[O:16])[C:11]=1[C:12]([NH:14][CH3:15])=[O:13])=[CH:8][CH:7]=[C:6](Cl)[N:5]=2.[CH3:20][C:21]([O:25][CH2:26][C:27]([O:29][CH2:30][CH3:31])=[O:28])([CH3:24])[C:22]#[CH:23]. (2) Given the product [O:40]=[C:39]1[N:8]2[CH2:13][CH2:12][N:11]([C:14]([O:16][C:17]([CH3:20])([CH3:19])[CH3:18])=[O:15])[CH2:10][CH:9]2[CH:21]([C:22]2[CH:23]=[CH:24][CH:25]=[CH:26][CH:27]=2)[O:28]1, predict the reactants needed to synthesize it. The reactants are: CC(OC([N:8]1[CH2:13][CH2:12][N:11]([C:14]([O:16][C:17]([CH3:20])([CH3:19])[CH3:18])=[O:15])[CH2:10][CH:9]1[C:21](=[O:28])[C:22]1[CH:27]=[CH:26][CH:25]=[CH:24][CH:23]=1)=O)(C)C.[BH4-].[Na+].C(OCC)(=O)C.[H-].[Na+].[CH3:39][OH:40].